This data is from Forward reaction prediction with 1.9M reactions from USPTO patents (1976-2016). The task is: Predict the product of the given reaction. (1) Given the reactants [C:1]([O:5][C:6]([N:8]1[C@H:16]([C:17]([OH:19])=O)[CH2:15][C:10]2([C:12]([F:14])([F:13])[CH2:11]2)[CH2:9]1)=[O:7])([CH3:4])([CH3:3])[CH3:2].CN(C(ON1N=NC2C=CC=NC1=2)=[N+](C)C)C.F[P-](F)(F)(F)(F)F.CCN(C(C)C)C(C)C.Cl.[F:54][C:55]([F:71])([F:70])[C:56]1[N:61]=[CH:60][C:59]([C:62]2[N:67]=[CH:66][N:65]=[C:64]([CH2:68][NH2:69])[CH:63]=2)=[CH:58][CH:57]=1, predict the reaction product. The product is: [F:14][C:12]1([F:13])[C:10]2([CH2:15][C@@H:16]([C:17](=[O:19])[NH:69][CH2:68][C:64]3[CH:63]=[C:62]([C:59]4[CH:60]=[N:61][C:56]([C:55]([F:71])([F:70])[F:54])=[CH:57][CH:58]=4)[N:67]=[CH:66][N:65]=3)[N:8]([C:6]([O:5][C:1]([CH3:3])([CH3:4])[CH3:2])=[O:7])[CH2:9]2)[CH2:11]1. (2) Given the reactants [CH2:1]([N:8]1[C:17](=[O:18])[C:16]2[C:11](=[CH:12][C:13]([Cl:19])=[CH:14][CH:15]=2)[N:10]=[C:9]1[CH:20]([N:24]([CH2:34][CH:35]([F:38])[CH2:36][OH:37])[C:25](=[O:33])[C:26]1[CH:31]=[CH:30][C:29]([CH3:32])=[CH:28][CH:27]=1)[CH:21]([CH3:23])[CH3:22])[C:2]1[CH:7]=[CH:6][CH:5]=[CH:4][CH:3]=1.C(N(CC)CC)C.[CH3:46][S:47](Cl)(=[O:49])=[O:48], predict the reaction product. The product is: [CH3:46][S:47]([O:37][CH2:36][CH:35]([F:38])[CH2:34][N:24]([CH:20]([C:9]1[N:8]([CH2:1][C:2]2[CH:7]=[CH:6][CH:5]=[CH:4][CH:3]=2)[C:17](=[O:18])[C:16]2[C:11](=[CH:12][C:13]([Cl:19])=[CH:14][CH:15]=2)[N:10]=1)[CH:21]([CH3:23])[CH3:22])[C:25](=[O:33])[C:26]1[CH:31]=[CH:30][C:29]([CH3:32])=[CH:28][CH:27]=1)(=[O:49])=[O:48]. (3) Given the reactants [CH3:1][C:2]1[CH:7]=[C:6]([CH3:8])[CH:5]=[C:4]([CH3:9])[C:3]=1[S:10](Cl)(=[O:12])=[O:11].[OH:14][NH:15][C:16](=[O:22])[O:17][C:18]([CH3:21])([CH3:20])[CH3:19].CCN(CC)CC, predict the reaction product. The product is: [C:2]1([CH3:1])[CH:7]=[C:6]([CH3:8])[CH:5]=[C:4]([CH3:9])[C:3]=1[S:10]([O:14][NH:15][C:16](=[O:22])[O:17][C:18]([CH3:21])([CH3:20])[CH3:19])(=[O:11])=[O:12]. (4) The product is: [Br:1][C:2]1[CH:3]=[C:4]([C:5]2[NH:22][N:23]=[C:24]([SH:25])[N:26]=2)[CH:8]=[CH:9][CH:10]=1. Given the reactants [Br:1][C:2]1[CH:3]=[C:4]([CH:8]=[CH:9][CH:10]=1)[C:5](O)=O.C(Cl)(=O)C(Cl)=O.CN(C)C=O.[NH2:22][NH:23][C:24]([NH2:26])=[S:25], predict the reaction product. (5) Given the reactants [NH2:1][C:2]1[N:7]=[CH:6][N:5]=[C:4]2[N:8]([C@H:22]([C:24]3[O:25][C:26]4[C:31]([C:32](=[O:41])[C:33]=3[C:34]3[CH:39]=[CH:38][CH:37]=[C:36]([F:40])[CH:35]=3)=[CH:30][C:29]([F:42])=[CH:28][CH:27]=4)[CH3:23])[N:9]=[C:10]([C:11]3[CH:16]=[CH:15][C:14]([O:17][CH:18]([CH3:20])[CH3:19])=[C:13]([F:21])[CH:12]=3)[C:3]=12.[S:43](=[O:47])(=[O:46])([OH:45])[OH:44], predict the reaction product. The product is: [S:43]([OH:47])([OH:46])(=[O:45])=[O:44].[NH2:1][C:2]1[N:7]=[CH:6][N:5]=[C:4]2[N:8]([C@H:22]([C:24]3[O:25][C:26]4[C:31]([C:32](=[O:41])[C:33]=3[C:34]3[CH:39]=[CH:38][CH:37]=[C:36]([F:40])[CH:35]=3)=[CH:30][C:29]([F:42])=[CH:28][CH:27]=4)[CH3:23])[N:9]=[C:10]([C:11]3[CH:16]=[CH:15][C:14]([O:17][CH:18]([CH3:19])[CH3:20])=[C:13]([F:21])[CH:12]=3)[C:3]=12.